Dataset: Reaction yield outcomes from USPTO patents with 853,638 reactions. Task: Predict the reaction yield, written as a fraction of the theoretical maximum amount of product (1.0 means a 100% yield; for example, 0.34 means a 34% yield). The reactants are [CH2:1]([N:8]1[CH2:12][CH:11]([CH3:13])[CH:10]([NH:14][CH3:15])[CH2:9]1)[C:2]1[CH:7]=[CH:6][CH:5]=[CH:4][CH:3]=1.[Cl:16][C:17]1[CH:18]=[CH:19][C:20]([CH2:23][O:24][C:25]2[CH:30]=[CH:29][N:28]([C:31]3[CH:32]=[N:33][C:34](F)=[CH:35][CH:36]=3)[C:27](=[O:38])[CH:26]=2)=[N:21][CH:22]=1.C([O-])([O-])=O.[K+].[K+].[Br-].C([NH+](CCCC)CCCC)CCC. The catalyst is CN(C=O)C. The product is [Cl:16][C:17]1[CH:18]=[CH:19][C:20]([CH2:23][O:24][C:25]2[CH:30]=[CH:29][N:28]([C:31]3[CH:32]=[N:33][C:34]([N:14]([CH3:15])[CH:10]4[CH:11]([CH3:13])[CH2:12][N:8]([CH2:1][C:2]5[CH:7]=[CH:6][CH:5]=[CH:4][CH:3]=5)[CH2:9]4)=[CH:35][CH:36]=3)[C:27](=[O:38])[CH:26]=2)=[N:21][CH:22]=1. The yield is 0.194.